This data is from Forward reaction prediction with 1.9M reactions from USPTO patents (1976-2016). The task is: Predict the product of the given reaction. (1) Given the reactants [CH:1]1([C:4]([OH:32])([CH3:31])[CH2:5][NH:6][C:7]([C:9]2[C:14]([C:15]([F:18])([F:17])[F:16])=[N:13][C:12]([O:19][CH2:20][CH:21]3[CH2:23][CH2:22]3)=[C:11]([C:24]3[CH:29]=[CH:28][CH:27]=[C:26]([Cl:30])[CH:25]=3)[N:10]=2)=[O:8])[CH2:3][CH2:2]1.COC(C1C(C(F)(F)F)=NC(Br)=C(C2C=CC([Cl:54])=C(Cl)C=2)N=1)=O, predict the reaction product. The product is: [CH:1]1([C:4]([OH:32])([CH3:31])[CH2:5][NH:6][C:7]([C:9]2[C:14]([C:15]([F:18])([F:16])[F:17])=[N:13][C:12]([O:19][CH2:20][CH:21]3[CH2:22][CH2:23]3)=[C:11]([C:24]3[CH:29]=[CH:28][C:27]([Cl:54])=[C:26]([Cl:30])[CH:25]=3)[N:10]=2)=[O:8])[CH2:3][CH2:2]1. (2) Given the reactants [CH:1]1([CH2:7][C:8]2([CH3:15])[C:12](=[O:13])[NH:11][N:10]=[C:9]2[CH3:14])[CH2:6][CH2:5][CH2:4][CH2:3][CH2:2]1.[H-].[Na+].Br[CH2:19][C:20]([C:22]1[CH:27]=[CH:26][CH:25]=[CH:24][CH:23]=1)=[O:21], predict the reaction product. The product is: [CH:1]1([CH2:7][C:8]2([CH3:15])[C:12](=[O:13])[N:11]([CH2:19][C:20](=[O:21])[C:22]3[CH:27]=[CH:26][CH:25]=[CH:24][CH:23]=3)[N:10]=[C:9]2[CH3:14])[CH2:2][CH2:3][CH2:4][CH2:5][CH2:6]1. (3) Given the reactants CCN(C(C)C)C(C)C.[N:10]1[CH:15]=[CH:14][N:13]=[CH:12][C:11]=1[C:16]1[CH:24]=[CH:23][C:19]([C:20]([OH:22])=O)=[CH:18][CH:17]=1.C1C=CC2N(O)N=NC=2C=1.CCN=C=NCCCN(C)C.Cl.[NH2:47][CH2:48][C:49]([N:51]1[CH2:56][CH2:55][N:54]([C:57](=[O:68])[C:58]2[CH:63]=[CH:62][CH:61]=[CH:60][C:59]=2[C:64]([F:67])([F:66])[F:65])[CH2:53][CH2:52]1)=[O:50], predict the reaction product. The product is: [O:50]=[C:49]([N:51]1[CH2:52][CH2:53][N:54]([C:57](=[O:68])[C:58]2[CH:63]=[CH:62][CH:61]=[CH:60][C:59]=2[C:64]([F:67])([F:66])[F:65])[CH2:55][CH2:56]1)[CH2:48][NH:47][C:20](=[O:22])[C:19]1[CH:18]=[CH:17][C:16]([C:11]2[CH:12]=[N:13][CH:14]=[CH:15][N:10]=2)=[CH:24][CH:23]=1. (4) Given the reactants [Cl:1][C:2]1[C:7]([Cl:8])=[CH:6][CH:5]=[CH:4][C:3]=1[SH:9].[H-].[Na+].[Cl:12][C:13]1[CH:18]=[C:17]([N+]([O-])=O)[CH:16]=[CH:15][N:14]=1, predict the reaction product. The product is: [Cl:12][C:13]1[CH:18]=[C:17]([S:9][C:3]2[CH:4]=[CH:5][CH:6]=[C:7]([Cl:8])[C:2]=2[Cl:1])[CH:16]=[CH:15][N:14]=1. (5) Given the reactants [CH3:1][O:2][C:3](=[O:19])[C:4]1[CH:9]=[C:8]([O:10][CH2:11][CH2:12][CH2:13][OH:14])[CH:7]=[CH:6][C:5]=1[NH:15][C:16](=[O:18])[CH3:17].[CH3:20][S:21](Cl)(=[O:23])=[O:22].C(N(CC)CC)C, predict the reaction product. The product is: [CH3:1][O:2][C:3](=[O:19])[C:4]1[CH:9]=[C:8]([O:10][CH2:11][CH2:12][CH2:13][O:14][S:21]([CH3:20])(=[O:23])=[O:22])[CH:7]=[CH:6][C:5]=1[NH:15][C:16](=[O:18])[CH3:17].